Task: Predict which catalyst facilitates the given reaction.. Dataset: Catalyst prediction with 721,799 reactions and 888 catalyst types from USPTO (1) Reactant: [C:1]([O:5][C:6]([N:8]([C:20]([O:22][C:23]([CH3:26])([CH3:25])[CH3:24])=[O:21])[C:9]1[C:10]([O:18][CH3:19])=[N:11][CH:12]=[C:13]([CH:17]=1)[C:14]([OH:16])=O)=[O:7])([CH3:4])([CH3:3])[CH3:2].CCN(C(C)C)C(C)C.CN([C:39]([O:43][N:44]1N=NC2C=CC=N[C:45]1=2)=[N+](C)C)C.F[P-](F)(F)(F)(F)F.Cl.CONC. The catalyst class is: 3. Product: [CH3:19][O:18][C:10]1[C:9]([N:8]([C:6]([O:5][C:1]([CH3:3])([CH3:2])[CH3:4])=[O:7])[C:20]([O:22][C:23]([CH3:26])([CH3:25])[CH3:24])=[O:21])=[CH:17][C:13]([C:14](=[O:16])[N:44]([O:43][CH3:39])[CH3:45])=[CH:12][N:11]=1. (2) Reactant: [O:1]1[CH2:5][CH2:4][O:3][CH:2]1[CH2:6][CH2:7][CH2:8][CH2:9][O:10][C:11]1[CH:12]=[C:13]([C:17]([OH:29])([C:23]2[CH:28]=[CH:27][CH:26]=[CH:25][CH:24]=2)[C:18]([O:20]CC)=[O:19])[CH:14]=[CH:15][CH:16]=1.[OH-].[Na+].S([O-])(O)(=O)=O.[K+]. Product: [O:1]1[CH2:5][CH2:4][O:3][CH:2]1[CH2:6][CH2:7][CH2:8][CH2:9][O:10][C:11]1[CH:12]=[C:13]([C:17]([OH:29])([C:23]2[CH:28]=[CH:27][CH:26]=[CH:25][CH:24]=2)[C:18]([OH:20])=[O:19])[CH:14]=[CH:15][CH:16]=1. The catalyst class is: 8.